Dataset: Full USPTO retrosynthesis dataset with 1.9M reactions from patents (1976-2016). Task: Predict the reactants needed to synthesize the given product. Given the product [CH2:1]([C:3]1[CH:4]=[CH:5][C:6]([CH:9]2[CH2:10][CH:11]([C:23]3[O:25][N:33]=[C:28]([CH2:29][CH2:30][O:31][CH3:32])[N:27]=3)[CH2:12][N:13]([C:15]([N:17]3[CH2:18][CH2:19][S:20][CH2:21][CH2:22]3)=[O:16])[CH2:14]2)=[CH:7][CH:8]=1)[CH3:2], predict the reactants needed to synthesize it. The reactants are: [CH2:1]([C:3]1[CH:8]=[CH:7][C:6]([CH:9]2[CH2:14][N:13]([C:15]([N:17]3[CH2:22][CH2:21][S:20][CH2:19][CH2:18]3)=[O:16])[CH2:12][CH:11]([C:23]([OH:25])=O)[CH2:10]2)=[CH:5][CH:4]=1)[CH3:2].O[NH:27][C:28](=[NH:33])[CH2:29][CH2:30][O:31][CH3:32].